This data is from M1 muscarinic receptor agonist screen with 61,833 compounds. The task is: Binary Classification. Given a drug SMILES string, predict its activity (active/inactive) in a high-throughput screening assay against a specified biological target. (1) The molecule is O1CCN(CCN2C(\C(C(=O)C2=O)=C(/O)c2n3c(nc2C)c(ccc3)C)c2ccncc2)CC1. The result is 0 (inactive). (2) The compound is s1c2nc(CN3C(Cc4c3cccc4)C)cc(=O)n2cc1. The result is 0 (inactive). (3) The molecule is O1CCN(CCn2c3c(nc2NC(=O)c2c(nn(c2)c2ccccc2)c2ccccc2)cccc3)CC1. The result is 0 (inactive). (4) The compound is S(=O)(=O)(Cc1oc(C(=O)N2CC(CCC2)C(OCC)=O)cc1)c1ccc(cc1)C. The result is 1 (active). (5) The drug is S(=O)(=O)(NCC(=O)N1CCC(CC1)C(OCC)=O)c1sccc1. The result is 0 (inactive). (6) The molecule is S(CC(=O)Nc1c(cc(OC)c(OC)c1)C(O)=O)c1nc(ccn1)C. The result is 0 (inactive). (7) The molecule is S(=O)(=O)(Nc1ccc(S(=O)(=O)N)cc1)c1ccc(N)cc1. The result is 0 (inactive).